From a dataset of Forward reaction prediction with 1.9M reactions from USPTO patents (1976-2016). Predict the product of the given reaction. (1) Given the reactants [CH2:1]1[C:6]2([CH2:11][CH2:10][CH2:9][CH2:8][CH2:7]2)[CH2:5][CH2:4][O:3][C:2]1=[O:12].[BrH:13].C(O)(=O)C, predict the reaction product. The product is: [Br:13][CH2:4][CH2:5][C:6]1([CH2:1][C:2]([OH:3])=[O:12])[CH2:11][CH2:10][CH2:9][CH2:8][CH2:7]1. (2) Given the reactants CC1(C)C(C)(C)OB([C:9]2[CH:17]=[CH:16][CH:15]=[C:14]3[C:10]=2[CH:11]=[CH:12][NH:13]3)O1.Br[C:20]1[CH:25]=[CH:24][CH:23]=[C:22]([F:26])[C:21]=1[F:27].[OH-].[Na+], predict the reaction product. The product is: [F:26][C:22]1[C:21]([F:27])=[CH:20][CH:25]=[CH:24][C:23]=1[C:9]1[CH:17]=[CH:16][CH:15]=[C:14]2[C:10]=1[CH:11]=[CH:12][NH:13]2. (3) Given the reactants [I:1][C:2]1[CH:3]=[C:4]2[C:8](=[CH:9][CH:10]=1)[NH:7][C:6](=[O:11])[C:5]2=O.[CH3:13][S:14][C:15]1[CH:24]=[CH:23][C:18]([C:19]([NH:21][NH2:22])=[O:20])=[CH:17][CH:16]=1, predict the reaction product. The product is: [I:1][C:2]1[CH:3]=[C:4]2[C:8](=[CH:9][CH:10]=1)[NH:7][C:6](=[O:11])[C:5]2=[N:22][NH:21][C:19](=[O:20])[C:18]1[CH:17]=[CH:16][C:15]([S:14][CH3:13])=[CH:24][CH:23]=1. (4) Given the reactants [S:1]1[C:5](=[O:6])[CH2:4][NH:3][C:2]1=[O:7].[CH3:8][C:9]([CH3:15])=[CH:10][CH2:11][N:12]=[C:13]=[O:14].CC(C)=CCN.ClC(Cl)(OC(=O)OC(Cl)(Cl)Cl)Cl, predict the reaction product. The product is: [CH3:8][C:9]([CH3:15])=[CH:10][CH2:11][NH:12][C:13]([N:3]1[CH2:4][C:5](=[O:6])[S:1][C:2]1=[O:7])=[O:14]. (5) Given the reactants [Br:1][CH2:2][CH2:3][O:4][C:5]1[CH:29]=[CH:28][C:8]([C:9]([C:11]2[C:15]3[CH:16]=[C:17]([C:20]([O:22][CH3:23])=[O:21])[CH:18]=[CH:19][C:14]=3[O:13][C:12]=2[CH2:24][CH2:25][CH2:26][CH3:27])=[O:10])=[CH:7][CH:6]=1.[CH2:30](O)[CH2:31][OH:32].C1(C)C=CC(S(O)(=O)=O)=CC=1.C1C=CC=CC=1, predict the reaction product. The product is: [Br:1][CH2:2][CH2:3][O:4][C:5]1[CH:6]=[CH:7][C:8]([C:9]2([C:11]3[C:15]4[CH:16]=[C:17]([C:20]([O:22][CH3:23])=[O:21])[CH:18]=[CH:19][C:14]=4[O:13][C:12]=3[CH2:24][CH2:25][CH2:26][CH3:27])[O:32][CH2:31][CH2:30][O:10]2)=[CH:28][CH:29]=1. (6) Given the reactants C(Cl)(Cl)=O.[C:5]([Cl:19])(=[O:18])[C:6]1[C:7](=[CH:11][C:12](=[CH:16][CH:17]=1)[C:13]([Cl:15])=[O:14])[C:8]([Cl:10])=[O:9].[C:20]([Cl:25])(=[O:24])[C:21](C)=[CH2:22].OC1C=CC(C(C2C=CC(O)=CC=2)(C)C)=CC=1.[OH-].[Na+].[H][H], predict the reaction product. The product is: [C:5]([Cl:19])(=[O:18])[C:6]1[C:7](=[CH:11][C:12](=[CH:16][CH:17]=1)[C:13]([Cl:15])=[O:14])[C:8]([Cl:10])=[O:9].[C:20]([Cl:25])(=[O:24])[CH:21]=[CH2:22]. (7) The product is: [C:23]([C:22]1[C:21]([N+:18]([O-:20])=[O:19])=[CH:28][CH:27]=[CH:26][C:25]=1[O:1][CH2:2][C:3]([CH3:15])([CH3:14])[C:4]([O:6][CH2:7][C:8]1[CH:13]=[CH:12][CH:11]=[CH:10][CH:9]=1)=[O:5])#[N:24]. Given the reactants [OH:1][CH2:2][C:3]([CH3:15])([CH3:14])[C:4]([O:6][CH2:7][C:8]1[CH:13]=[CH:12][CH:11]=[CH:10][CH:9]=1)=[O:5].[H-].[Na+].[N+:18]([C:21]1[CH:28]=[CH:27][CH:26]=[C:25]([N+]([O-])=O)[C:22]=1[C:23]#[N:24])([O-:20])=[O:19], predict the reaction product.